From a dataset of Forward reaction prediction with 1.9M reactions from USPTO patents (1976-2016). Predict the product of the given reaction. (1) Given the reactants Cl[C:2]1([C:13]2[CH:18]=[CH:17][CH:16]=[CH:15][C:14]=2[O:19][CH3:20])[C:10]2[C:5](=[CH:6][CH:7]=[C:8]([Cl:11])[CH:9]=2)[NH:4][C:3]1=[O:12].FC(F)(F)C(O)=O.[NH2:28][C@@H:29]([CH2:35][C:36]1[CH:41]=[CH:40][CH:39]=[CH:38][CH:37]=1)[C:30]([N:32]([CH3:34])[CH3:33])=[O:31], predict the reaction product. The product is: [Cl:11][C:8]1[CH:9]=[C:10]2[C:5](=[CH:6][CH:7]=1)[NH:4][C:3](=[O:12])[C:2]2([NH:28][C@@H:29]([CH2:35][C:36]1[CH:37]=[CH:38][CH:39]=[CH:40][CH:41]=1)[C:30]([N:32]([CH3:34])[CH3:33])=[O:31])[C:13]1[CH:18]=[CH:17][CH:16]=[CH:15][C:14]=1[O:19][CH3:20]. (2) Given the reactants C([Li])CCC.[CH3:6][O:7][CH:8]([O:23][CH3:24])[C:9]1[CH:14]=[CH:13][CH:12]=[C:11]([C:15]([F:18])([F:17])[F:16])[C:10]=1[O:19][CH2:20][O:21][CH3:22].CN(C)CCN(C)C.CN(C)[CH:35]=[O:36].Cl, predict the reaction product. The product is: [CH3:6][O:7][CH:8]([O:23][CH3:24])[C:9]1[C:10]([O:19][CH2:20][O:21][CH3:22])=[C:11]([C:15]([F:17])([F:18])[F:16])[CH:12]=[CH:13][C:14]=1[CH:35]=[O:36]. (3) Given the reactants [OH:1][CH2:2][CH2:3][N:4]([CH2:17][C:18]([F:21])([F:20])[F:19])[C:5]1[CH:12]=[CH:11][C:8]([C:9]#[N:10])=[C:7]([C:13]([F:16])([F:15])[F:14])[CH:6]=1.[CH3:22][C:23]1[CH:24]=[CH:25][C:26](O)=[N:27][CH:28]=1, predict the reaction product. The product is: [CH3:22][C:23]1[CH:24]=[CH:25][C:26]([O:1][CH2:2][CH2:3][N:4]([CH2:17][C:18]([F:19])([F:20])[F:21])[C:5]2[CH:12]=[CH:11][C:8]([C:9]#[N:10])=[C:7]([C:13]([F:15])([F:16])[F:14])[CH:6]=2)=[N:27][CH:28]=1. (4) Given the reactants [C:1]1([CH:7]([C:26]2[CH:31]=[CH:30][CH:29]=[CH:28][CH:27]=2)[CH2:8][CH2:9][N:10]2[CH2:15][CH2:14][N:13]([C:16]3[CH:24]=[C:23]4[C:19]([CH2:20][NH:21][C:22]4=[O:25])=[CH:18][CH:17]=3)[CH2:12][CH2:11]2)[CH:6]=[CH:5][CH:4]=[CH:3][CH:2]=1.[CH3:32][O:33][C:34]1[CH:35]=[C:36]([CH:39]=[CH:40][CH:41]=1)[CH2:37]Cl, predict the reaction product. The product is: [C:26]1([CH:7]([C:1]2[CH:2]=[CH:3][CH:4]=[CH:5][CH:6]=2)[CH2:8][CH2:9][N:10]2[CH2:11][CH2:12][N:13]([C:16]3[CH:24]=[C:23]4[C:19]([CH2:20][N:21]([CH2:37][C:36]5[CH:39]=[CH:40][CH:41]=[C:34]([O:33][CH3:32])[CH:35]=5)[C:22]4=[O:25])=[CH:18][CH:17]=3)[CH2:14][CH2:15]2)[CH:31]=[CH:30][CH:29]=[CH:28][CH:27]=1. (5) Given the reactants [NH2:1][C@@:2]([CH3:13])([CH2:6][C:7]1[CH:12]=[CH:11][CH:10]=[CH:9][CH:8]=1)[C:3]([OH:5])=[O:4].S(Cl)([Cl:16])=O.[CH3:18]O, predict the reaction product. The product is: [ClH:16].[NH2:1][C@@:2]([CH3:13])([CH2:6][C:7]1[CH:12]=[CH:11][CH:10]=[CH:9][CH:8]=1)[C:3]([O:5][CH3:18])=[O:4]. (6) Given the reactants [F:1][C:2]1[CH:7]=[CH:6][C:5]([CH2:8][CH2:9][NH:10][CH2:11][C:12]2[CH:17]=[CH:16][CH:15]=[C:14]([CH2:18][S:19][CH2:20][CH2:21][C:22]3[CH:27]=[CH:26][CH:25]=[CH:24][CH:23]=3)[CH:13]=2)=[CH:4][CH:3]=1.[Cl:28][C:29]1[C:30]([OH:40])=[C:31]([S:36](Cl)(=[O:38])=[O:37])[CH:32]=[C:33]([Cl:35])[CH:34]=1.C(N(CC)C(C)C)(C)C, predict the reaction product. The product is: [Cl:28][C:29]1[C:30]([OH:40])=[C:31]([S:36]([N:10]([CH2:9][CH2:8][C:5]2[CH:6]=[CH:7][C:2]([F:1])=[CH:3][CH:4]=2)[CH2:11][C:12]2[CH:17]=[CH:16][CH:15]=[C:14]([CH2:18][S:19][CH2:20][CH2:21][C:22]3[CH:23]=[CH:24][CH:25]=[CH:26][CH:27]=3)[CH:13]=2)(=[O:38])=[O:37])[CH:32]=[C:33]([Cl:35])[CH:34]=1. (7) Given the reactants [Cl:1][C:2]1[CH:7]=[CH:6][C:5]([N:8]2[C:12]([C:13]#[N:14])=[C:11]([C:15]([O:17]C(C)(C)C)=[O:16])[N:10]=[C:9]2[C:22]2[CH:27]=[CH:26][C:25]([Cl:28])=[CH:24][C:23]=2[Cl:29])=[CH:4][CH:3]=1.FC(F)(F)C(O)=O, predict the reaction product. The product is: [Cl:1][C:2]1[CH:7]=[CH:6][C:5]([N:8]2[C:12]([C:13]#[N:14])=[C:11]([C:15]([OH:17])=[O:16])[N:10]=[C:9]2[C:22]2[CH:27]=[CH:26][C:25]([Cl:28])=[CH:24][C:23]=2[Cl:29])=[CH:4][CH:3]=1.